From a dataset of Catalyst prediction with 721,799 reactions and 888 catalyst types from USPTO. Predict which catalyst facilitates the given reaction. (1) Product: [CH2:2]1[C:7]2[CH:8]=[CH:22][CH:21]=[C:20]([C:7]([C@@H:8]3[CH2:22][CH2:21][C:20](=[O:23])[N:9]3[CH2:10][CH2:11][NH:12][C:13](=[O:14])[O:15][C:16]([CH3:19])([CH3:18])[CH3:17])=[O:6])[C:5]=2[CH2:4][CH2:3]1. The catalyst class is: 1. Reactant: [Li][CH2:2][CH2:3][CH2:4][CH3:5].[O:6]=[C:7]1[N:12]([C:13]([O:15][C:16]([CH3:19])([CH3:18])[CH3:17])=[O:14])[CH2:11][CH2:10][N:9]2[C:20](=[O:23])[CH2:21][CH2:22][C@@H:8]12. (2) Reactant: [CH3:1][O:2][C:3](=[O:14])[C:4]1[CH:9]=[CH:8][C:7]([I:10])=[C:6]([N+:11]([O-])=O)[CH:5]=1. Product: [CH3:1][O:2][C:3](=[O:14])[C:4]1[CH:9]=[CH:8][C:7]([I:10])=[C:6]([NH2:11])[CH:5]=1. The catalyst class is: 180. (3) Reactant: [CH2:1]([O:3][C:4](=[O:38])[CH2:5][N:6]1[CH:10]([C:11]2[CH:16]=[CH:15][C:14]([C:17]3[C:22]4[O:23][C:24]5[CH:29]=[CH:28][CH:27]=[CH:26][C:25]=5[C:21]=4[CH:20]=[CH:19][CH:18]=3)=[CH:13][CH:12]=2)[CH2:9][C:8]([C:30]2[CH:35]=[CH:34][C:33]([O:36][CH3:37])=[CH:32][CH:31]=2)=[N:7]1)[CH3:2].C(C1C(=O)C(Cl)=C(Cl)C(=O)C=1C#N)#N. Product: [CH2:1]([O:3][C:4](=[O:38])[CH2:5][N:6]1[C:10]([C:11]2[CH:12]=[CH:13][C:14]([C:17]3[C:22]4[O:23][C:24]5[CH:29]=[CH:28][CH:27]=[CH:26][C:25]=5[C:21]=4[CH:20]=[CH:19][CH:18]=3)=[CH:15][CH:16]=2)=[CH:9][C:8]([C:30]2[CH:31]=[CH:32][C:33]([O:36][CH3:37])=[CH:34][CH:35]=2)=[N:7]1)[CH3:2]. The catalyst class is: 48.